From a dataset of Peptide-MHC class I binding affinity with 185,985 pairs from IEDB/IMGT. Regression. Given a peptide amino acid sequence and an MHC pseudo amino acid sequence, predict their binding affinity value. This is MHC class I binding data. (1) The MHC is HLA-A68:02 with pseudo-sequence HLA-A68:02. The binding affinity (normalized) is 0.607. The peptide sequence is TIGTIAGGV. (2) The peptide sequence is NPIINTHSFY. The MHC is HLA-B51:01 with pseudo-sequence HLA-B51:01. The binding affinity (normalized) is 0.